Dataset: Full USPTO retrosynthesis dataset with 1.9M reactions from patents (1976-2016). Task: Predict the reactants needed to synthesize the given product. (1) Given the product [CH3:1][C@H:2]1[C@@H:6]([C:7]2[N:11]3[C:12]4[CH:18]=[CH:17][NH:16][C:13]=4[N:14]=[CH:15][C:10]3=[N:9][N:8]=2)[CH2:5][C@@H:4]([NH:29][S:30]([CH:33]2[CH2:34][CH2:35]2)(=[O:31])=[O:32])[CH2:3]1, predict the reactants needed to synthesize it. The reactants are: [CH3:1][CH:2]1[CH:6]([C:7]2[N:11]3[C:12]4[CH:18]=[CH:17][N:16](S(C5C=CC(C)=CC=5)(=O)=O)[C:13]=4[N:14]=[CH:15][C:10]3=[N:9][N:8]=2)[CH2:5][CH:4]([NH:29][S:30]([CH:33]2[CH2:35][CH2:34]2)(=[O:32])=[O:31])[CH2:3]1.O1CCOCC1.[OH-].[Na+].CO. (2) Given the product [C:35]([O:30][C:28]1[CH:27]=[CH:26][C:25]([CH3:31])=[C:24]([C:22]([N:19]2[CH2:20][CH2:21][CH:16]([N:14]3[C:13](=[O:32])[C:12]([CH3:34])([CH3:33])[C:11]([C:5]4[CH:6]=[CH:7][C:8]([O:9][CH3:10])=[C:3]([O:2][CH3:1])[CH:4]=4)=[N:15]3)[CH2:17][CH2:18]2)=[O:23])[CH:29]=1)([CH3:38])([CH3:37])[CH3:36], predict the reactants needed to synthesize it. The reactants are: [CH3:1][O:2][C:3]1[CH:4]=[C:5]([C:11]2[C:12]([CH3:34])([CH3:33])[C:13](=[O:32])[N:14]([CH:16]3[CH2:21][CH2:20][N:19]([C:22]([C:24]4[CH:29]=[C:28]([OH:30])[CH:27]=[CH:26][C:25]=4[CH3:31])=[O:23])[CH2:18][CH2:17]3)[N:15]=2)[CH:6]=[CH:7][C:8]=1[O:9][CH3:10].[C:35](OC(O[C:35]([CH3:38])([CH3:37])[CH3:36])N(C)C)([CH3:38])([CH3:37])[CH3:36].